Dataset: Peptide-MHC class II binding affinity with 134,281 pairs from IEDB. Task: Regression. Given a peptide amino acid sequence and an MHC pseudo amino acid sequence, predict their binding affinity value. This is MHC class II binding data. (1) The peptide sequence is ATAANAAPANDKFTV. The MHC is HLA-DPA10201-DPB11401 with pseudo-sequence HLA-DPA10201-DPB11401. The binding affinity (normalized) is 0.125. (2) The peptide sequence is LSPISNMVSMANNHV. The MHC is HLA-DPA10103-DPB10301 with pseudo-sequence HLA-DPA10103-DPB10301. The binding affinity (normalized) is 0.268. (3) The peptide sequence is EKKPFAATQFEPLAA. The MHC is HLA-DPA10201-DPB10501 with pseudo-sequence HLA-DPA10201-DPB10501. The binding affinity (normalized) is 0.763.